Dataset: Forward reaction prediction with 1.9M reactions from USPTO patents (1976-2016). Task: Predict the product of the given reaction. (1) Given the reactants [CH3:1][N:2]([CH3:29])[CH2:3][CH2:4][N:5]([CH3:28])[C:6]1[C:15]([N+:16]([O-])=O)=[C:14]([NH:19][CH2:20][CH2:21][N:22]2[CH2:27][CH2:26][O:25][CH2:24][CH2:23]2)[C:13]2[C:8](=[CH:9][CH:10]=[CH:11][CH:12]=2)[N:7]=1.[H][H], predict the reaction product. The product is: [CH3:1][N:2]([CH3:29])[CH2:3][CH2:4][N:5]([CH3:28])[C:6]1[C:15]([NH2:16])=[C:14]([NH:19][CH2:20][CH2:21][N:22]2[CH2:27][CH2:26][O:25][CH2:24][CH2:23]2)[C:13]2[C:8](=[CH:9][CH:10]=[CH:11][CH:12]=2)[N:7]=1. (2) Given the reactants [F:1][C:2]1[CH:7]=[CH:6][C:5]([C@H:8]([NH:10][C@H:11]2[CH2:15][CH2:14][C@@H:13]([C:16]3[CH:17]=[N:18][C:19](S(C)(=O)=O)=[N:20][CH:21]=3)[CH2:12]2)[CH3:9])=[CH:4][C:3]=1[O:26][CH3:27].[NH2:28][CH2:29][CH2:30][NH:31][S:32]([CH3:35])(=[O:34])=[O:33], predict the reaction product. The product is: [F:1][C:2]1[CH:7]=[CH:6][C:5]([C@H:8]([NH:10][C@H:11]2[CH2:15][CH2:14][C@@H:13]([C:16]3[CH:21]=[N:20][C:19]([NH:28][CH2:29][CH2:30][NH:31][S:32]([CH3:35])(=[O:34])=[O:33])=[N:18][CH:17]=3)[CH2:12]2)[CH3:9])=[CH:4][C:3]=1[O:26][CH3:27]. (3) Given the reactants [H-].C([Al+]CC(C)C)C(C)C.[C:11]1([C:17]2[CH:52]=[CH:51][C:20]([C:21]([O:23][C@@H:24]3[CH2:32][C@@H:27]4[O:28][C:29](=[O:31])[CH2:30][C@@H:26]4[C@H:25]3[CH2:33][CH2:34][C@@H:35]([O:44][CH:45]3[CH2:50][CH2:49][CH2:48][CH2:47][O:46]3)[CH2:36][CH2:37][C:38]3[CH:43]=[CH:42][CH:41]=[CH:40][CH:39]=3)=[O:22])=[CH:19][CH:18]=2)[CH:16]=[CH:15][CH:14]=[CH:13][CH:12]=1.CC(C)=O.C(=O)=O.CO, predict the reaction product. The product is: [C:11]1([C:17]2[CH:52]=[CH:51][C:20]([C:21]([O:23][C@@H:24]3[CH2:32][C@@H:27]4[O:28][CH:29]([OH:31])[CH2:30][C@@H:26]4[C@H:25]3[CH2:33][CH2:34][C@@H:35]([O:44][CH:45]3[CH2:50][CH2:49][CH2:48][CH2:47][O:46]3)[CH2:36][CH2:37][C:38]3[CH:43]=[CH:42][CH:41]=[CH:40][CH:39]=3)=[O:22])=[CH:19][CH:18]=2)[CH:12]=[CH:13][CH:14]=[CH:15][CH:16]=1. (4) Given the reactants [CH2:1]([O:8][C@@H:9]([C@@H:24]([N:34]([CH2:42][C:43]1[CH:48]=[CH:47][CH:46]=[CH:45][CH:44]=1)[CH2:35][C:36]1[CH:41]=[CH:40][CH:39]=[CH:38][CH:37]=1)[CH2:25][C:26]1[CH:31]=[C:30]([F:32])[CH:29]=[C:28]([F:33])[CH:27]=1)[C@H:10]([NH:13][CH2:14][C@@H:15]([OH:23])[CH2:16][O:17][C:18](=[O:22])[CH2:19][CH2:20][CH3:21])[CH2:11][OH:12])[C:2]1[CH:7]=[CH:6][CH:5]=[CH:4][CH:3]=1.C(N(C(C)C)CC)(C)C.[C:58](O[C:58]([O:60][C:61]([CH3:64])([CH3:63])[CH3:62])=[O:59])([O:60][C:61]([CH3:64])([CH3:63])[CH3:62])=[O:59], predict the reaction product. The product is: [CH2:1]([O:8][C@@H:9]([C@@H:24]([N:34]([CH2:42][C:43]1[CH:44]=[CH:45][CH:46]=[CH:47][CH:48]=1)[CH2:35][C:36]1[CH:37]=[CH:38][CH:39]=[CH:40][CH:41]=1)[CH2:25][C:26]1[CH:31]=[C:30]([F:32])[CH:29]=[C:28]([F:33])[CH:27]=1)[C@H:10]([N:13]([C:58]([O:60][C:61]([CH3:64])([CH3:63])[CH3:62])=[O:59])[CH2:14][C@@H:15]([OH:23])[CH2:16][O:17][C:18](=[O:22])[CH2:19][CH2:20][CH3:21])[CH2:11][OH:12])[C:2]1[CH:7]=[CH:6][CH:5]=[CH:4][CH:3]=1. (5) Given the reactants [F:1][C:2]([F:17])([F:16])[CH:3]([O:7][CH2:8][C:9](=[CH2:15])[C:10]([O:12][CH2:13][CH3:14])=[O:11])[CH2:4]C=C, predict the reaction product. The product is: [F:17][C:2]([F:1])([F:16])[CH:3]1[O:7][CH2:8][C:9]([C:10]([O:12][CH2:13][CH3:14])=[O:11])=[CH:15][CH2:4]1. (6) Given the reactants [C:1]([O:5][C:6]([N:8]([CH3:10])[NH2:9])=[O:7])([CH3:4])([CH3:3])[CH3:2].[F:11][C:12]1[CH:17]=[CH:16][C:15]([F:18])=[CH:14][C:13]=1B(O)O.C(N(CC)CC)C, predict the reaction product. The product is: [C:1]([O:5][C:6]([N:8]([CH3:10])[NH:9][C:16]1[CH:17]=[C:12]([F:11])[CH:13]=[CH:14][C:15]=1[F:18])=[O:7])([CH3:4])([CH3:3])[CH3:2]. (7) Given the reactants [O:1]=[C:2]1[NH:6][CH:5]([C:7]([O:9][CH3:10])=[O:8])[CH:4]([C:11]2[C:16]([O:17][CH3:18])=[CH:15][C:14]([O:19][CH3:20])=[CH:13][C:12]=2[O:21][CH3:22])[CH:3]1C(OC)=O.[Cl-].[Na+].O, predict the reaction product. The product is: [O:1]=[C:2]1[NH:6][CH:5]([C:7]([O:9][CH3:10])=[O:8])[CH:4]([C:11]2[C:12]([O:21][CH3:22])=[CH:13][C:14]([O:19][CH3:20])=[CH:15][C:16]=2[O:17][CH3:18])[CH2:3]1. (8) Given the reactants [Cl:1][C:2]1[N:3]=[C:4]([N:25]2[CH2:30][CH2:29][O:28][CH2:27][CH2:26]2)[C:5]2[S:10][C:9]([CH2:11][N:12]3[CH2:15][C:14]4([CH2:20][CH2:19][N:18](S(C)(=O)=O)[CH2:17][CH2:16]4)[CH2:13]3)=[CH:8][C:6]=2[N:7]=1.[CH3:31][N:32]([CH3:36])[C:33](Cl)=[O:34], predict the reaction product. The product is: [CH3:31][N:32]([CH3:36])[C:33]([N:18]1[CH2:19][CH2:20][C:14]2([CH2:13][N:12]([CH2:11][C:9]3[S:10][C:5]4[C:4]([N:25]5[CH2:26][CH2:27][O:28][CH2:29][CH2:30]5)=[N:3][C:2]([Cl:1])=[N:7][C:6]=4[CH:8]=3)[CH2:15]2)[CH2:16][CH2:17]1)=[O:34].